Dataset: Reaction yield outcomes from USPTO patents with 853,638 reactions. Task: Predict the reaction yield, written as a fraction of the theoretical maximum amount of product (1.0 means a 100% yield; for example, 0.34 means a 34% yield). (1) The reactants are Cl[C:2]1[N:7]=[C:6]([C:8]2[CH:13]=[CH:12][CH:11]=[CH:10][CH:9]=2)[N:5]=[C:4]([NH:14][CH3:15])[N:3]=1.[NH2:16][C@H:17]1[CH2:22][CH2:21][C@H:20]([C:23]([OH:25])=[O:24])[CH2:19][CH2:18]1.[OH-].[Na+]. The catalyst is CC#N.O.O. The product is [CH3:15][NH:14][C:4]1[N:5]=[C:6]([C:8]2[CH:9]=[CH:10][CH:11]=[CH:12][CH:13]=2)[N:7]=[C:2]([NH:16][C@H:17]2[CH2:22][CH2:21][C@H:20]([C:23]([OH:25])=[O:24])[CH2:19][CH2:18]2)[N:3]=1. The yield is 0.200. (2) The reactants are [CH3:1][S:2][C:3]1[S:4][C:5]2[CH:11]=[C:10]([CH2:12][N:13]3[C:17]4[CH:18]=[CH:19][C:20]([C:22]#[N:23])=[CH:21][C:16]=4[N:15]=[CH:14]3)[CH:9]=[CH:8][C:6]=2[N:7]=1.[N-:24]=[N+:25]=[N-:26].[Na+].[Cl-].[NH4+]. The catalyst is CN(C=O)C. The product is [N:23]1[NH:24][N:25]=[N:26][C:22]=1[C:20]1[CH:19]=[CH:18][C:17]2[N:13]([CH2:12][C:10]3[CH:9]=[CH:8][C:6]4[N:7]=[C:3]([S:2][CH3:1])[S:4][C:5]=4[CH:11]=3)[CH:14]=[N:15][C:16]=2[CH:21]=1. The yield is 1.00. (3) The product is [CH3:14][CH:13]([CH3:15])[CH:12]([C:11]1[N:7]([C:1]2[CH:2]=[CH:3][CH:4]=[CH:5][CH:6]=2)[N:8]=[CH:9][CH:10]=1)[OH:16]. No catalyst specified. The reactants are [C:1]1([N:7]2[CH:11]=[CH:10][CH:9]=[N:8]2)[CH:6]=[CH:5][CH:4]=[CH:3][CH:2]=1.[CH:12](=[O:16])[CH:13]([CH3:15])[CH3:14]. The yield is 0.570.